From a dataset of Peptide-MHC class II binding affinity with 134,281 pairs from IEDB. Regression. Given a peptide amino acid sequence and an MHC pseudo amino acid sequence, predict their binding affinity value. This is MHC class II binding data. (1) The peptide sequence is RGIEYIQHNGVVQES. The MHC is DRB1_1602 with pseudo-sequence DRB1_1602. The binding affinity (normalized) is 0.450. (2) The peptide sequence is DNQLIYVILTILTII. The MHC is DRB1_1501 with pseudo-sequence DRB1_1501. The binding affinity (normalized) is 0.543. (3) The peptide sequence is GKIILVAVHVASGYI. The MHC is HLA-DQA10101-DQB10501 with pseudo-sequence HLA-DQA10101-DQB10501. The binding affinity (normalized) is 0.206. (4) The peptide sequence is PRGVTHDQLNNFRAG. The MHC is HLA-DPA10201-DPB11401 with pseudo-sequence HLA-DPA10201-DPB11401. The binding affinity (normalized) is 0. (5) The peptide sequence is AGILARNLVPMVATV. The MHC is DRB1_0404 with pseudo-sequence DRB1_0404. The binding affinity (normalized) is 0.388. (6) The peptide sequence is LVKYVNGDGDVVAVD. The MHC is DRB1_1101 with pseudo-sequence DRB1_1101. The binding affinity (normalized) is 0.0758. (7) The peptide sequence is IMGHVYLQASTGYGL. The MHC is DRB1_0701 with pseudo-sequence DRB1_0701. The binding affinity (normalized) is 0.619. (8) The peptide sequence is CSPSRLPGPSDTPILPQ. The binding affinity (normalized) is 0. The MHC is DRB1_1501 with pseudo-sequence DRB1_1501.